From a dataset of Catalyst prediction with 721,799 reactions and 888 catalyst types from USPTO. Predict which catalyst facilitates the given reaction. (1) Reactant: Cl[CH2:2][C:3]1[C:12]2[C:7](=[C:8]([F:15])[C:9]([OH:14])=[C:10]([F:13])[CH:11]=2)[O:6][C:5](=[O:16])[CH:4]=1.[N-:17]=[N+:18]=[N-:19].[Na+]. Product: [N:17]([CH2:2][C:3]1[C:12]2[C:7](=[C:8]([F:15])[C:9]([OH:14])=[C:10]([F:13])[CH:11]=2)[O:6][C:5](=[O:16])[CH:4]=1)=[N+:18]=[N-:19]. The catalyst class is: 3. (2) Reactant: [Cl:1][C:2]1[CH:7]=[CH:6][C:5]([CH:8]([C:29]2[CH:38]=[CH:37][C:36]3[C:31](=[CH:32][CH:33]=[C:34]([OH:39])[CH:35]=3)[CH:30]=2)[C@@H:9]([C:13]2[CH:28]=[CH:27][C:16]([C:17]([NH:19][CH2:20][CH2:21][C:22]([O:24][CH2:25][CH3:26])=[O:23])=[O:18])=[CH:15][CH:14]=2)[CH2:10][CH2:11][CH3:12])=[CH:4][CH:3]=1.[F:40][C:41]([F:54])([F:53])[S:42](O[S:42]([C:41]([F:54])([F:53])[F:40])(=[O:44])=[O:43])(=[O:44])=[O:43]. Product: [Cl:1][C:2]1[CH:3]=[CH:4][C:5]([CH:8]([C:29]2[CH:38]=[CH:37][C:36]3[C:31](=[CH:32][CH:33]=[C:34]([O:39][S:42]([C:41]([F:54])([F:53])[F:40])(=[O:44])=[O:43])[CH:35]=3)[CH:30]=2)[C@@H:9]([C:13]2[CH:28]=[CH:27][C:16]([C:17]([NH:19][CH2:20][CH2:21][C:22]([O:24][CH2:25][CH3:26])=[O:23])=[O:18])=[CH:15][CH:14]=2)[CH2:10][CH2:11][CH3:12])=[CH:6][CH:7]=1. The catalyst class is: 2. (3) Reactant: Br[C:2]1[CH:27]=[CH:26][C:5]2[N:6]([C:9]3[S:13][C:12]([C:14]([O:16][CH3:17])=O)=[C:11](O[Si](C(C)(C)C)(C)C)[CH:10]=3)[CH:7]=[N:8][C:4]=2[CH:3]=1.[CH3:28][N:29]1[CH:33]=[C:32](B2OC(C)(C)C(C)(C)O2)[CH:31]=[N:30]1.[C:43]([O-:46])([O-])=O.[K+].[K+].[C:49](O)(=O)[CH3:50].[OH2:53]. Product: [CH3:28][N:29]1[CH:33]=[C:32]([C:2]2[CH:27]=[CH:26][C:5]3[N:6]([C:9]4[S:13][C:12]([C:14]([O:16][CH3:17])=[O:53])=[C:11]([O:46][CH2:43][C:50]5[CH:49]=[CH:4][CH:3]=[CH:2][CH:27]=5)[CH:10]=4)[CH:7]=[N:8][C:4]=3[CH:3]=2)[CH:31]=[N:30]1. The catalyst class is: 3. (4) Reactant: Cl[C:2]([O:4][CH:5]([Cl:12])[C:6]1[CH:11]=[CH:10][CH:9]=[CH:8][CH:7]=1)=[O:3].[CH3:13][O:14][CH2:15][CH2:16][O:17][CH2:18][CH2:19][O:20][CH2:21][CH2:22][OH:23].N1C=CC=CC=1. Product: [C:2](=[O:3])([O:23][CH2:22][CH2:21][O:20][CH2:19][CH2:18][O:17][CH2:16][CH2:15][O:14][CH3:13])[O:4][CH:5]([Cl:12])[C:6]1[CH:11]=[CH:10][CH:9]=[CH:8][CH:7]=1. The catalyst class is: 4. (5) Reactant: [NH2:1][C:2]1[C:11]2[C:6](=[CH:7][C:8]([O:14][CH2:15][CH:16]3[CH2:21][CH2:20][N:19]([CH3:22])[CH2:18][CH2:17]3)=[C:9]([O:12][CH3:13])[CH:10]=2)[N:5]=[CH:4][N:3]=1.[H-].[Na+].[CH3:25][C:26]1[CH:31]=[CH:30][CH:29]=[C:28]([CH3:32])[C:27]=1[N:33]=[C:34]=[S:35]. Product: [CH3:32][C:28]1[CH:29]=[CH:30][CH:31]=[C:26]([CH3:25])[C:27]=1[NH:33][C:34]([NH:1][C:2]1[C:11]2[C:6](=[CH:7][C:8]([O:14][CH2:15][CH:16]3[CH2:21][CH2:20][N:19]([CH3:22])[CH2:18][CH2:17]3)=[C:9]([O:12][CH3:13])[CH:10]=2)[N:5]=[CH:4][N:3]=1)=[S:35]. The catalyst class is: 3. (6) Reactant: [CH3:1][C:2]1[N:7]=[C:6]2[S:8][C:9]3[CH2:14][CH2:13][CH2:12][CH2:11][C:10]=3[C:5]2=[C:4]([C:15]2[CH:20]=[CH:19][CH:18]=[C:17]([C:21]([F:24])([F:23])[F:22])[CH:16]=2)[C:3]=1[CH:25]([CH2:30][CH2:31][CH3:32])[C:26]([O:28]C)=[O:27].[OH-].[Na+]. Product: [CH3:1][C:2]1[N:7]=[C:6]2[S:8][C:9]3[CH2:14][CH2:13][CH2:12][CH2:11][C:10]=3[C:5]2=[C:4]([C:15]2[CH:20]=[CH:19][CH:18]=[C:17]([C:21]([F:24])([F:22])[F:23])[CH:16]=2)[C:3]=1[CH:25]([CH2:30][CH2:31][CH3:32])[C:26]([OH:28])=[O:27]. The catalyst class is: 5. (7) Reactant: Cl[C:2]1[N:10]=[C:9]2[C:5]([N:6]=[CH:7][N:8]2[CH3:11])=[C:4]([NH:12][C:13]2[CH:18]=[CH:17][C:16]([F:19])=[C:15]([F:20])[CH:14]=2)[N:3]=1.O.[NH2:22][NH2:23].O. Product: [F:20][C:15]1[CH:14]=[C:13]([NH:12][C:4]2[N:3]=[C:2]([NH:22][NH2:23])[N:10]=[C:9]3[C:5]=2[N:6]=[CH:7][N:8]3[CH3:11])[CH:18]=[CH:17][C:16]=1[F:19]. The catalyst class is: 7. (8) Reactant: [F-].C([N+](CCCC)(CCCC)CCCC)CCC.C1COCC1.[CH3:24][S:25][C:26]1[N:27]2[CH:37]=[N:36][CH:35]=[C:28]2[S:29][C:30]=1[Si](C)(C)C.C(OCC)(=O)C. Product: [CH3:24][S:25][C:26]1[N:27]2[CH:37]=[N:36][CH:35]=[C:28]2[S:29][CH:30]=1. The catalyst class is: 220. (9) Reactant: [CH3:1][O:2][C:3]1[CH:8]=[CH:7][C:6]([C:9]2[O:10][CH:11]=[C:12]([CH2:14][O:15][C:16]3[CH:21]=[CH:20][C:19]([S:22](Cl)(=[O:24])=[O:23])=[CH:18][CH:17]=3)[N:13]=2)=[CH:5][CH:4]=1.[CH:26]([C:29]1[S:33][C:32]([NH2:34])=[N:31][N:30]=1)([CH3:28])[CH3:27]. Product: [CH:26]([C:29]1[S:33][C:32]([NH:34][S:22]([C:19]2[CH:20]=[CH:21][C:16]([O:15][CH2:14][C:12]3[N:13]=[C:9]([C:6]4[CH:7]=[CH:8][C:3]([O:2][CH3:1])=[CH:4][CH:5]=4)[O:10][CH:11]=3)=[CH:17][CH:18]=2)(=[O:24])=[O:23])=[N:31][N:30]=1)([CH3:28])[CH3:27]. The catalyst class is: 537. (10) Reactant: [F:1][C:2]1[CH:7]=[C:6]([N+:8]([O-:10])=[O:9])[C:5](F)=[CH:4][C:3]=1[CH3:12].C(N(C(C)C)CC)(C)C.Cl.Cl.[CH2:24]([O:27][C@H:28]1[CH2:33][CH2:32][C@H:31]([N:34]2[CH2:39][CH2:38][CH:37]([NH2:40])[CH2:36][CH2:35]2)[CH2:30][CH2:29]1)[CH2:25][CH3:26]. Product: [F:1][C:2]1[C:3]([CH3:12])=[CH:4][C:5]([NH:40][CH:37]2[CH2:36][CH2:35][N:34]([C@H:31]3[CH2:32][CH2:33][C@@H:28]([O:27][CH2:24][CH2:25][CH3:26])[CH2:29][CH2:30]3)[CH2:39][CH2:38]2)=[C:6]([N+:8]([O-:10])=[O:9])[CH:7]=1. The catalyst class is: 9.